From a dataset of Full USPTO retrosynthesis dataset with 1.9M reactions from patents (1976-2016). Predict the reactants needed to synthesize the given product. (1) Given the product [NH2:1][C:2]1[C:3](=[O:30])[NH:4][C:5]2[C:10]([N:11]=1)=[C:9]([O:12][C:13]1[CH:18]=[C:17]([C:19]3[CH:24]=[CH:23][C:22]([C:25]([F:28])([F:27])[F:26])=[CH:21][CH:20]=3)[N:16]=[C:15]([NH:38][CH:36]([C:35]3[CH:39]=[CH:40][C:32]([F:31])=[CH:33][CH:34]=3)[CH3:37])[N:14]=1)[CH:8]=[CH:7][CH:6]=2, predict the reactants needed to synthesize it. The reactants are: [NH2:1][C:2]1[C:3](=[O:30])[NH:4][C:5]2[C:10]([N:11]=1)=[C:9]([O:12][C:13]1[CH:18]=[C:17]([C:19]3[CH:24]=[CH:23][C:22]([C:25]([F:28])([F:27])[F:26])=[CH:21][CH:20]=3)[N:16]=[C:15](Cl)[N:14]=1)[CH:8]=[CH:7][CH:6]=2.[F:31][C:32]1[CH:40]=[CH:39][C:35]([CH:36]([NH2:38])[CH3:37])=[CH:34][CH:33]=1. (2) Given the product [CH3:1][O:2][C:3]1[CH:4]=[CH:5][C:6]([N:9]2[C:13]3[CH:14]=[C:15]([C:18]4[O:19][C:24]([SH:25])=[N:21][N:20]=4)[CH:16]=[CH:17][C:12]=3[N:11]=[CH:10]2)=[CH:7][CH:8]=1, predict the reactants needed to synthesize it. The reactants are: [CH3:1][O:2][C:3]1[CH:8]=[CH:7][C:6]([N:9]2[C:13]3[CH:14]=[C:15]([C:18]([NH:20][NH2:21])=[O:19])[CH:16]=[CH:17][C:12]=3[N:11]=[CH:10]2)=[CH:5][CH:4]=1.[OH-].[K+].[C:24](=S)=[S:25]. (3) Given the product [I:26][C:27]1[CH:32]=[CH:31][C:30]([S:33]([N:13]2[CH2:14][CH2:15][N:10]([C:2]([C:3]3[CH:4]=[CH:5][CH:6]=[CH:7][CH:8]=3)=[O:9])[CH2:11][C@H:12]2[CH3:17])(=[O:35])=[O:34])=[CH:29][CH:28]=1, predict the reactants needed to synthesize it. The reactants are: Cl.[C:2]([N:10]1[CH2:15][CH2:14][NH:13][CH2:12][C@H:11]1C)(=[O:9])[C:3]1[CH:8]=[CH:7][CH:6]=[CH:5][CH:4]=1.[CH3:17]CN(C(C)C)C(C)C.[I:26][C:27]1[CH:32]=[CH:31][C:30]([S:33](Cl)(=[O:35])=[O:34])=[CH:29][CH:28]=1. (4) Given the product [N:38]1([C:27]2[N:26]=[C:25]([NH:24][CH2:23][C:20]3[CH:19]=[CH:18][C:17]([NH:16][C:14]([CH:11]4[CH2:10][CH2:9][N:8]([CH2:1][C:2]5[CH:7]=[CH:6][CH:5]=[CH:4][CH:3]=5)[CH2:13][CH2:12]4)=[O:15])=[CH:22][CH:21]=3)[C:34]3[C:29](=[CH:30][C:31]([CH3:35])=[CH:32][CH:33]=3)[N:28]=2)[CH2:41][CH2:40][CH2:39]1, predict the reactants needed to synthesize it. The reactants are: [CH2:1]([N:8]1[CH2:13][CH2:12][CH:11]([C:14]([NH:16][C:17]2[CH:22]=[CH:21][C:20]([CH2:23][NH:24][C:25]3[C:34]4[C:29](=[CH:30][C:31]([CH3:35])=[CH:32][CH:33]=4)[N:28]=[C:27](Cl)[N:26]=3)=[CH:19][CH:18]=2)=[O:15])[CH2:10][CH2:9]1)[C:2]1[CH:7]=[CH:6][CH:5]=[CH:4][CH:3]=1.Cl.[NH:38]1[CH2:41][CH2:40][CH2:39]1. (5) Given the product [C:37]([C:27]1[CH:26]=[C:25]([C:22]2[S:23][CH:24]=[C:20]([CH:17]3[CH2:18][CH2:19][N:14]([C:12](=[O:13])[CH2:11][N:8]4[CH:9]=[CH:10][N:6]([CH2:5][C:4]([O-:42])=[O:3])[C:7]4=[O:41])[CH2:15][CH2:16]3)[N:21]=2)[CH:30]=[C:29]([C:31]([CH3:34])([CH3:33])[CH3:32])[C:28]=1[O:35][CH3:36])([CH3:38])([CH3:39])[CH3:40].[K+:44], predict the reactants needed to synthesize it. The reactants are: C([O:3][C:4](=[O:42])[CH2:5][N:6]1[CH:10]=[CH:9][N:8]([CH2:11][C:12]([N:14]2[CH2:19][CH2:18][CH:17]([C:20]3[N:21]=[C:22]([C:25]4[CH:30]=[C:29]([C:31]([CH3:34])([CH3:33])[CH3:32])[C:28]([O:35][CH3:36])=[C:27]([C:37]([CH3:40])([CH3:39])[CH3:38])[CH:26]=4)[S:23][CH:24]=3)[CH2:16][CH2:15]2)=[O:13])[C:7]1=[O:41])C.[OH-].[K+:44]. (6) Given the product [F:11][C:12]1[C:19]([I:24])=[CH:18][CH:17]=[C:16]([C:20]([F:21])([F:22])[F:23])[C:13]=1[C:14]#[N:15], predict the reactants needed to synthesize it. The reactants are: [Li]CCCC.CCCCC.[F:11][C:12]1[CH:19]=[CH:18][CH:17]=[C:16]([C:20]([F:23])([F:22])[F:21])[C:13]=1[C:14]#[N:15].[I:24]I.[O-]S([O-])(=S)=O.[Na+].[Na+].